This data is from Forward reaction prediction with 1.9M reactions from USPTO patents (1976-2016). The task is: Predict the product of the given reaction. Given the reactants COC(C1C=C(OC2C=CC(S(C)(=O)=O)=CC=2)C=C2OC(C)CC=12)=O.[CH3:26][N:27]1[CH:31]=[CH:30][C:29]([NH:32][C:33]([C:35]2[CH:46]=[C:45]([OH:47])[C:38]3[CH2:39][CH:40]([CH2:42][O:43][CH3:44])[O:41][C:37]=3[CH:36]=2)=[O:34])=[N:28]1.[F:48][C:49]1[CH:59]=[C:58](F)[CH:57]=[CH:56][C:50]=1[C:51]([N:53]([CH3:55])[CH3:54])=[O:52], predict the reaction product. The product is: [CH3:26][N:27]1[CH:31]=[CH:30][C:29]([NH:32][C:33]([C:35]2[CH:46]=[C:45]([O:47][C:58]3[CH:57]=[CH:56][C:50]([C:51](=[O:52])[N:53]([CH3:55])[CH3:54])=[C:49]([F:48])[CH:59]=3)[C:38]3[CH2:39][CH:40]([CH2:42][O:43][CH3:44])[O:41][C:37]=3[CH:36]=2)=[O:34])=[N:28]1.